Dataset: Forward reaction prediction with 1.9M reactions from USPTO patents (1976-2016). Task: Predict the product of the given reaction. (1) Given the reactants [C:1]([OH:10])(=[O:9])[C:2]1[C:3](=[CH:5][CH:6]=[CH:7][CH:8]=1)[SH:4].N1C=CC=CC=1.[CH:17]1([C:21](Cl)=[O:22])[CH2:20][CH2:19][CH2:18]1, predict the reaction product. The product is: [CH:17]1([C:21]([S:4][C:3]2[CH:5]=[CH:6][CH:7]=[CH:8][C:2]=2[C:1]([OH:10])=[O:9])=[O:22])[CH2:20][CH2:19][CH2:18]1. (2) Given the reactants C(OC([N:8](C(OC(C)(C)C)=O)[CH2:9][CH2:10][C:11]1[CH:15]=[CH:14][S:13][C:12]=1[C:16]1[S:20][C:19]([C:21]2[S:22][CH:23]=[CH:24][C:25]=2[CH2:26][CH2:27][N:28](C(OC(C)(C)C)=O)C(=O)OC(C)(C)C)=[CH:18][CH:17]=1)=O)(C)(C)C.C(O)(C(F)(F)F)=O, predict the reaction product. The product is: [NH2:8][CH2:9][CH2:10][C:11]1[CH:15]=[CH:14][S:13][C:12]=1[C:16]1[S:20][C:19]([C:21]2[S:22][CH:23]=[CH:24][C:25]=2[CH2:26][CH2:27][NH2:28])=[CH:18][CH:17]=1. (3) Given the reactants [CH3:1][C:2]1[CH:12]=[CH:11][C:5]([C:6]([CH2:8][C:9]#[N:10])=[O:7])=[CH:4][CH:3]=1.[S:13]1CC(O)S[CH2:15][CH:14]1O.C(N(CC)CC)C, predict the reaction product. The product is: [NH2:10][C:9]1[S:13][CH:14]=[CH:15][C:8]=1[C:6]([C:5]1[CH:11]=[CH:12][C:2]([CH3:1])=[CH:3][CH:4]=1)=[O:7]. (4) Given the reactants [F:1][C:2]1[CH:3]=[CH:4][C:5]([CH2:9][OH:10])=[C:6]([OH:8])[CH:7]=1.[N+](C1C=C(S(O[CH2:24][C@:25]2(C)[CH2:27][O:26]2)(=O)=O)C=CC=1)([O-])=O.C([O-])([O-])=O.[Cs+].[Cs+].CCOC(C)=O, predict the reaction product. The product is: [F:1][C:2]1[CH:3]=[CH:4][C:5]([CH2:9][OH:10])=[C:6]([O:8][CH2:24][C@@H:25]2[CH2:27][O:26]2)[CH:7]=1. (5) Given the reactants [H-].[Na+].[CH3:3][C:4]([C:6]1[CH:11]=[C:10]([Cl:12])[CH:9]=[CH:8][C:7]=1[O:13][CH3:14])=[O:5].[CH2:15]([N:19]=[C:20]=[S:21])[CH2:16][CH2:17][CH3:18].Br[CH2:23][CH:24](OC)OC.C1(C)C=CC(S(O)(=O)=O)=CC=1, predict the reaction product. The product is: [CH2:15]([N:19]1[CH:24]=[CH:23][S:21]/[C:20]/1=[CH:3]\[C:4]([C:6]1[CH:11]=[C:10]([Cl:12])[CH:9]=[CH:8][C:7]=1[O:13][CH3:14])=[O:5])[CH2:16][CH2:17][CH3:18]. (6) The product is: [OH:1][C:2]([CH3:40])([CH3:39])[CH2:3][O:4][C:5]1[CH:10]=[CH:9][CH:8]=[CH:7][C:6]=1[N:11]1[CH2:16][CH2:15][O:14][C:13]2[CH:17]=[C:18]([S:21]([NH:24][C:25]3[S:26][CH:27]=[CH:28][N:29]=3)(=[O:22])=[O:23])[CH:19]=[CH:20][C:12]1=2. Given the reactants [OH:1][C:2]([CH3:40])([CH3:39])[CH2:3][O:4][C:5]1[CH:10]=[CH:9][CH:8]=[CH:7][C:6]=1[N:11]1[CH2:16][CH2:15][O:14][C:13]2[CH:17]=[C:18]([S:21]([N:24](CC3C=CC(OC)=CC=3)[C:25]3[S:26][CH:27]=[CH:28][N:29]=3)(=[O:23])=[O:22])[CH:19]=[CH:20][C:12]1=2.C(O)(C(F)(F)F)=O, predict the reaction product. (7) Given the reactants [CH3:1][C:2]1[CH:6]=[C:5]([NH:7][C:8](=[O:16])[O:9][C:10]2[CH:15]=[CH:14][CH:13]=[CH:12][CH:11]=2)[N:4]([C:17]2[CH:22]=[CH:21][CH:20]=[CH:19][CH:18]=2)[N:3]=1.[B-](F)(F)(F)[F:24].[B-](F)(F)(F)F.C1[N+]2(CCl)CC[N+](F)(CC2)C1, predict the reaction product. The product is: [F:24][C:6]1[C:2]([CH3:1])=[N:3][N:4]([C:17]2[CH:22]=[CH:21][CH:20]=[CH:19][CH:18]=2)[C:5]=1[NH:7][C:8](=[O:16])[O:9][C:10]1[CH:15]=[CH:14][CH:13]=[CH:12][CH:11]=1. (8) Given the reactants ClC1C=CC(C(=C2CCN(S(C3C(C)=NNC=3C)(=O)=O)CC2)C(OC)=O)=CC=1.[CH3:29][C:30]1[C:34]([S:35](Cl)(=[O:37])=[O:36])=[C:33]([CH3:39])[NH:32][N:31]=1.Cl.[Cl:41][C:42]1[CH:47]=[CH:46][C:45]([C:48]([F:55])=[C:49]2[CH2:54][CH2:53][NH:52][CH2:51][CH2:50]2)=[C:44]([F:56])[CH:43]=1, predict the reaction product. The product is: [Cl:41][C:42]1[CH:47]=[CH:46][C:45]([C:48]([F:55])=[C:49]2[CH2:54][CH2:53][N:52]([S:35]([C:34]3[C:33]([CH3:39])=[N:32][NH:31][C:30]=3[CH3:29])(=[O:37])=[O:36])[CH2:51][CH2:50]2)=[C:44]([F:56])[CH:43]=1. (9) Given the reactants [Br:1][C:2]1[CH:7]=[CH:6][C:5]([O:8]C)=[C:4]([C:10]([F:13])([F:12])[F:11])[CH:3]=1.C([O-])([O-])=O.[K+].[K+], predict the reaction product. The product is: [Br:1][C:2]1[CH:7]=[CH:6][C:5]([OH:8])=[C:4]([C:10]([F:11])([F:12])[F:13])[CH:3]=1. (10) Given the reactants F[C:2]1[CH:9]=[C:8](F)[C:7]([F:11])=[CH:6][C:3]=1[C:4]#[N:5].[CH:12]1([C:15]2[C:25]3[CH2:24][CH2:23][N:22]([C:26]([O:28][C:29]([CH3:32])([CH3:31])[CH3:30])=[O:27])[CH2:21][CH2:20][C:19]=3[CH:18]=[C:17]3[O:33][CH2:34][CH2:35][N:36]([CH2:37][CH2:38][OH:39])[C:16]=23)[CH2:14][CH2:13]1.C[C:41](C)([O-:43])C.[K+].CO, predict the reaction product. The product is: [C:4]([C:3]1[C:2]([O:43][CH3:41])=[CH:9][C:8]([O:39][CH2:38][CH2:37][N:36]2[C:16]3=[C:15]([CH:12]4[CH2:13][CH2:14]4)[C:25]4[CH2:24][CH2:23][N:22]([C:26]([O:28][C:29]([CH3:32])([CH3:31])[CH3:30])=[O:27])[CH2:21][CH2:20][C:19]=4[CH:18]=[C:17]3[O:33][CH2:34][CH2:35]2)=[C:7]([F:11])[CH:6]=1)#[N:5].